From a dataset of Reaction yield outcomes from USPTO patents with 853,638 reactions. Predict the reaction yield, written as a fraction of the theoretical maximum amount of product (1.0 means a 100% yield; for example, 0.34 means a 34% yield). (1) The reactants are N[C:2]1[N:10]=[C:9]2[C:5]([NH:6][CH:7]=[N:8]2)=[C:4]([Cl:11])[N:3]=1.[N+]([O-])([O-])=[O:13].[Na+]. The catalyst is OS(O)(=O)=O. The product is [OH:13][C:2]1[N:10]=[C:9]2[C:5]([NH:6][CH:7]=[N:8]2)=[C:4]([Cl:11])[N:3]=1. The yield is 0.860. (2) The reactants are [C:1]([C:3]1[CH:8]=[CH:7][C:6]([CH:9]([CH2:13][CH:14]2[CH2:18][CH2:17][CH2:16][CH2:15]2)[C:10]([OH:12])=O)=[CH:5][CH:4]=1)#[N:2].C(Cl)(=O)C(Cl)=O.[NH2:25][C:26]1[S:27][CH:28]=[CH:29][N:30]=1.C(N(CC)C(C)C)(C)C. The product is [C:1]([C:3]1[CH:4]=[CH:5][C:6]([CH:9]([CH2:13][CH:14]2[CH2:18][CH2:17][CH2:16][CH2:15]2)[C:10]([NH:25][C:26]2[S:27][CH:28]=[CH:29][N:30]=2)=[O:12])=[CH:7][CH:8]=1)#[N:2]. The yield is 1.00. The catalyst is C(Cl)Cl.CN(C)C=O.O1CCCC1. (3) The reactants are [OH:1][C:2]1[CH:7]=[CH:6][C:5]([OH:8])=[CH:4][C:3]=1[N:9]1[C:17](=[O:18])[C:16]2[C:11](=[CH:12][CH:13]=[CH:14][CH:15]=2)[C:10]1=[O:19].[Si:20](Cl)([C:33]([CH3:36])([CH3:35])[CH3:34])([C:27]1[CH:32]=[CH:31][CH:30]=[CH:29][CH:28]=1)[C:21]1[CH:26]=[CH:25][CH:24]=[CH:23][CH:22]=1.N1C=CN=C1. The catalyst is CN(C=O)C. The product is [Si:20]([O:8][C:5]1[CH:6]=[CH:7][C:2]([OH:1])=[C:3]([N:9]2[C:17](=[O:18])[C:16]3[C:11](=[CH:12][CH:13]=[CH:14][CH:15]=3)[C:10]2=[O:19])[CH:4]=1)([C:33]([CH3:36])([CH3:35])[CH3:34])([C:27]1[CH:28]=[CH:29][CH:30]=[CH:31][CH:32]=1)[C:21]1[CH:26]=[CH:25][CH:24]=[CH:23][CH:22]=1. The yield is 0.680. (4) The reactants are [Cl:1][C:2]1[C:11]2[C:10]([C:12]3[CH:17]=[CH:16][C:15]([N+:18]([O-])=O)=[CH:14][CH:13]=3)=[CH:9][CH:8]=[CH:7][C:6]=2[N:5]=[C:4]2[CH:21]=[N:22][N:23]([CH3:24])[C:3]=12.[Cl-].[NH4+].C([OH:29])C. The catalyst is O.[Fe]. The product is [ClH:1].[NH2:18][C:15]1[CH:16]=[CH:17][C:12]([C:10]2[C:11]3[C:2](=[O:29])[C:3]4[N:23]([CH3:24])[N:22]=[CH:21][C:4]=4[NH:5][C:6]=3[CH:7]=[CH:8][CH:9]=2)=[CH:13][CH:14]=1. The yield is 0.990.